This data is from Forward reaction prediction with 1.9M reactions from USPTO patents (1976-2016). The task is: Predict the product of the given reaction. (1) Given the reactants C[O:2][C:3](=[O:18])[CH2:4][C:5]1[C:9]2[C:10]([CH:15]([F:17])[F:16])=[CH:11][C:12]([OH:14])=[CH:13][C:8]=2[S:7][CH:6]=1.[CH3:19][C:20]1[C:25]([CH2:26]O)=[CH:24][CH:23]=[C:22]([CH3:28])[N:21]=1.C(P(CCCC)CCCC)CCC.C1CCN(C(N=NC(N2CCCCC2)=O)=O)CC1, predict the reaction product. The product is: [F:16][CH:15]([F:17])[C:10]1[C:9]2[C:5]([CH2:4][C:3]([OH:2])=[O:18])=[CH:6][S:7][C:8]=2[CH:13]=[C:12]([O:14][CH2:26][C:25]2[C:20]([CH3:19])=[N:21][C:22]([CH3:28])=[CH:23][CH:24]=2)[CH:11]=1. (2) Given the reactants C[CH2:2][N:3](C(C)C)C(C)C.[CH3:10][C@H:11]1[O:16][C@@H:15]([CH3:17])[CH2:14][N:13]([C:18]2[S:19][C:20]([C:25]3[CH:30]=[C:29]([CH3:31])[N:28]=[C:27]([CH3:32])[CH:26]=3)=[C:21](NC)[N:22]=2)[CH2:12]1.[CH3:33][C:34]1[CH:38]=[C:37]([C:39](Cl)=[O:40])[O:36][N:35]=1, predict the reaction product. The product is: [CH3:10][C@H:11]1[O:16][C@@H:15]([CH3:17])[CH2:14][N:13]([C:18]2[S:19][C:20]([C:25]3[CH:26]=[C:27]([CH3:32])[N:28]=[C:29]([CH3:31])[CH:30]=3)=[C:21]([CH2:2][NH:3][C:39]([C:37]3[O:36][N:35]=[C:34]([CH3:33])[CH:38]=3)=[O:40])[N:22]=2)[CH2:12]1. (3) Given the reactants [NH2:1][C@H:2]([CH2:32][C:33]1[N:34]=[CH:35][NH:36][CH:37]=1)[C:3]([N:5]1[CH2:10][CH2:9][CH:8]([N:11]2[N:20]=[C:19]([C:21]3[CH:26]=[CH:25][C:24]([O:27][CH3:28])=[C:23]([O:29][CH3:30])[CH:22]=3)[C@@H:18]3[C@@H:13]([CH2:14][CH2:15][CH2:16][CH2:17]3)[C:12]2=[O:31])[CH2:7][CH2:6]1)=[O:4].[CH:38]1([CH2:41][O:42][C:43]2[CH:51]=[CH:50][C:46]3[O:47][CH2:48][O:49][C:45]=3[C:44]=2[C:52]2[C:53]3[NH:60][CH:59]=[C:58]([C:61](O)=[O:62])[C:54]=3[N:55]=[CH:56][N:57]=2)[CH2:40][CH2:39]1.CN(C(ON1N=NC2C=CC=CC1=2)=[N+](C)C)C.F[P-](F)(F)(F)(F)F.CCN(C(C)C)C(C)C, predict the reaction product. The product is: [CH:38]1([CH2:41][O:42][C:43]2[CH:51]=[CH:50][C:46]3[O:47][CH2:48][O:49][C:45]=3[C:44]=2[C:52]2[C:53]3[NH:60][CH:59]=[C:58]([C:61]([NH:1][C@H:2]([CH2:32][C:33]4[N:34]=[CH:35][NH:36][CH:37]=4)[C:3]([N:5]4[CH2:10][CH2:9][CH:8]([N:11]5[N:20]=[C:19]([C:21]6[CH:26]=[CH:25][C:24]([O:27][CH3:28])=[C:23]([O:29][CH3:30])[CH:22]=6)[C@@H:18]6[C@@H:13]([CH2:14][CH2:15][CH2:16][CH2:17]6)[C:12]5=[O:31])[CH2:7][CH2:6]4)=[O:4])=[O:62])[C:54]=3[N:55]=[CH:56][N:57]=2)[CH2:39][CH2:40]1. (4) Given the reactants [O:1]([C:8]1[CH:13]=[CH:12][C:11]([NH2:14])=[CH:10][CH:9]=1)[C:2]1[CH:7]=[CH:6][CH:5]=[CH:4][CH:3]=1.[Cl:15][CH2:16][C:17](Cl)=[O:18].C(N(CC)CC)C.C(=O)(O)[O-].[Na+], predict the reaction product. The product is: [Cl:15][CH2:16][C:17]([NH:14][C:11]1[CH:10]=[CH:9][C:8]([O:1][C:2]2[CH:7]=[CH:6][CH:5]=[CH:4][CH:3]=2)=[CH:13][CH:12]=1)=[O:18]. (5) Given the reactants I[C:2]1[CH:7]=[C:6]([C:8]2[CH:13]=[CH:12][C:11]([C:14]([F:17])([F:16])[F:15])=[CH:10][CH:9]=2)[CH:5]=[C:4]([CH3:18])[N:3]=1.[Cl:19][C:20]1[N:25]=[C:24](Cl)[CH:23]=[CH:22][N:21]=1, predict the reaction product. The product is: [Cl:19][C:20]1[N:25]=[C:24]([C:2]2[CH:7]=[C:6]([C:8]3[CH:13]=[CH:12][C:11]([C:14]([F:17])([F:16])[F:15])=[CH:10][CH:9]=3)[CH:5]=[C:4]([CH3:18])[N:3]=2)[CH:23]=[CH:22][N:21]=1. (6) Given the reactants [CH2:1]([O:3][C:4]([N:6]1[C:12]2[CH:13]=[CH:14][C:15]([NH2:17])=[CH:16][C:11]=2[O:10][CH2:9][CH2:8][CH2:7]1)=[O:5])[CH3:2].Cl[C:19]1[N:24]=[C:23]([NH:25][C:26]2[CH:35]=[CH:34][CH:33]=[CH:32][C:27]=2[C:28]([NH:30][CH3:31])=[O:29])[C:22]([Cl:36])=[CH:21][N:20]=1, predict the reaction product. The product is: [CH2:1]([O:3][C:4]([N:6]1[C:12]2[CH:13]=[CH:14][C:15]([NH:17][C:19]3[N:24]=[C:23]([NH:25][C:26]4[CH:35]=[CH:34][CH:33]=[CH:32][C:27]=4[C:28](=[O:29])[NH:30][CH3:31])[C:22]([Cl:36])=[CH:21][N:20]=3)=[CH:16][C:11]=2[O:10][CH2:9][CH2:8][CH2:7]1)=[O:5])[CH3:2].